The task is: Predict the product of the given reaction.. This data is from Forward reaction prediction with 1.9M reactions from USPTO patents (1976-2016). (1) Given the reactants COC1C=CC(C(C2C=CC(OC)=CC=2)(C2C=CC=CC=2)[NH:10][C:11]2[O:12][CH2:13][C:14]([F:41])([F:40])[C@:15]3([N:39]=2)[C:24]2[C:19](=[CH:20][CH:21]=[C:22]([N:25]=C(C4C=CC=CC=4)C4C=CC=CC=4)[CH:23]=2)[S:18][CH2:17][CH2:16]3)=CC=1.FC(F)(F)C(O)=O.Cl, predict the reaction product. The product is: [F:41][C:14]1([F:40])[C@@:15]2([C:24]3[C:19](=[CH:20][CH:21]=[C:22]([NH2:25])[CH:23]=3)[S:18][CH2:17][CH2:16]2)[N:39]=[C:11]([NH2:10])[O:12][CH2:13]1. (2) Given the reactants [CH3:1][N:2]1[CH:6]=[CH:5][N:4]=[C:3]1[C:7]1[S:15][C:14]2[C:9](=[N:10][CH:11]=[CH:12][C:13]=2[O:16][C:17]2[CH:18]=[C:19]3[C:24](=[CH:25][CH:26]=2)[C:23]([C:27]([OH:29])=O)=[CH:22][CH:21]=[CH:20]3)[CH:8]=1.[NH2:30][CH2:31][CH2:32][CH2:33][N:34]1[CH2:39][CH2:38][O:37][CH2:36][CH2:35]1, predict the reaction product. The product is: [N:34]1([CH2:33][CH2:32][CH2:31][NH:30][C:27]([C:23]2[C:24]3[C:19](=[CH:18][C:17]([O:16][C:13]4[CH:12]=[CH:11][N:10]=[C:9]5[CH:8]=[C:7]([C:3]6[N:2]([CH3:1])[CH:6]=[CH:5][N:4]=6)[S:15][C:14]=45)=[CH:26][CH:25]=3)[CH:20]=[CH:21][CH:22]=2)=[O:29])[CH2:39][CH2:38][O:37][CH2:36][CH2:35]1.